Dataset: NCI-60 drug combinations with 297,098 pairs across 59 cell lines. Task: Regression. Given two drug SMILES strings and cell line genomic features, predict the synergy score measuring deviation from expected non-interaction effect. (1) Drug 1: C1CCN(CC1)CCOC2=CC=C(C=C2)C(=O)C3=C(SC4=C3C=CC(=C4)O)C5=CC=C(C=C5)O. Drug 2: CC1=C2C(C(=O)C3(C(CC4C(C3C(C(C2(C)C)(CC1OC(=O)C(C(C5=CC=CC=C5)NC(=O)OC(C)(C)C)O)O)OC(=O)C6=CC=CC=C6)(CO4)OC(=O)C)OC)C)OC. Cell line: SK-OV-3. Synergy scores: CSS=38.6, Synergy_ZIP=2.60, Synergy_Bliss=2.51, Synergy_Loewe=-26.4, Synergy_HSA=2.25. (2) Drug 1: C1CCC(CC1)NC(=O)N(CCCl)N=O. Drug 2: C(CCl)NC(=O)N(CCCl)N=O. Cell line: KM12. Synergy scores: CSS=28.9, Synergy_ZIP=-4.74, Synergy_Bliss=5.31, Synergy_Loewe=3.41, Synergy_HSA=5.54.